Dataset: Catalyst prediction with 721,799 reactions and 888 catalyst types from USPTO. Task: Predict which catalyst facilitates the given reaction. Reactant: Cl.[CH3:2][NH:3][O:4][CH3:5].C(=O)([O-])[O-].[K+].[K+].C(=O)=O.[Br:15][C:16]1[CH:17]=[C:18]2[C:23](=[CH:24][CH:25]=1)[CH:22]=[C:21]([C:26](Cl)=[O:27])[CH:20]=[CH:19]2. Product: [Br:15][C:16]1[CH:17]=[C:18]2[C:23](=[CH:24][CH:25]=1)[CH:22]=[C:21]([C:26]([N:3]([O:4][CH3:5])[CH3:2])=[O:27])[CH:20]=[CH:19]2. The catalyst class is: 229.